From a dataset of Reaction yield outcomes from USPTO patents with 853,638 reactions. Predict the reaction yield, written as a fraction of the theoretical maximum amount of product (1.0 means a 100% yield; for example, 0.34 means a 34% yield). The yield is 0.360. The product is [N:11]1([C:2]2[CH:3]=[C:4]([C@@H:8]([NH2:10])[CH3:9])[CH:5]=[CH:6][CH:7]=2)[CH:15]=[N:14][CH:13]=[N:12]1. The reactants are Br[C:2]1[CH:3]=[C:4]([C@@H:8]([NH2:10])[CH3:9])[CH:5]=[CH:6][CH:7]=1.[NH:11]1[CH:15]=[N:14][CH:13]=[N:12]1.C(=O)([O-])[O-].[K+].[K+]. The catalyst is CN1CCCC1=O.[Cu]I.